From a dataset of Full USPTO retrosynthesis dataset with 1.9M reactions from patents (1976-2016). Predict the reactants needed to synthesize the given product. Given the product [Cl:1][C:2]1[CH:3]=[CH:4][C:5]([CH2:8][C:9]2[O:22][C:13]([C:14]3[CH:19]=[CH:18][C:17]([CH3:20])=[C:16]([OH:21])[CH:15]=3)=[N:12][N:11]=2)=[CH:6][CH:7]=1, predict the reactants needed to synthesize it. The reactants are: [Cl:1][C:2]1[CH:7]=[CH:6][C:5]([CH2:8][C:9]([NH:11][NH:12][C:13](=[O:22])[C:14]2[CH:19]=[CH:18][C:17]([CH3:20])=[C:16]([OH:21])[CH:15]=2)=O)=[CH:4][CH:3]=1.C(N(C(C)C)CC)(C)C.C1(P(C2C=CC=CC=2)C2C=CC=CC=2)C=CC=CC=1.ClC(Cl)(Cl)C(Cl)(Cl)Cl.